Dataset: Forward reaction prediction with 1.9M reactions from USPTO patents (1976-2016). Task: Predict the product of the given reaction. (1) The product is: [C:1]([O:5][C:6]([NH:8][C@@H:9]1[CH2:11][C@H:10]1[C:12]1[CH:13]=[CH:14][C:15]([O:22][CH3:23])=[C:16]([CH:21]=1)[C:17]([OH:19])=[O:18])=[O:7])([CH3:4])([CH3:3])[CH3:2]. Given the reactants [C:1]([O:5][C:6]([NH:8][C@@H:9]1[CH2:11][C@H:10]1[C:12]1[CH:13]=[CH:14][C:15]([O:22][CH3:23])=[C:16]([CH:21]=1)[C:17]([O:19]C)=[O:18])=[O:7])([CH3:4])([CH3:3])[CH3:2].[OH-].[Na+].Cl, predict the reaction product. (2) Given the reactants [C:1](=[O:8])([O:3][C:4]([CH3:7])([CH3:6])[CH3:5])[NH2:2].[OH-].[Na+].Cl[O:12]C(C)(C)C.[CH3:17][C@H:18]1[C:29](=[O:30])[O:28][CH2:27][C@@H:26]([C:31]2[CH:36]=[CH:35][CH:34]=[CH:33][CH:32]=2)[NH:25][C:24](=[O:37])[CH2:23][CH2:22][CH:21]=[CH:20][CH2:19]1.S([O-])([O-])=O.S([O-])([O-])=O.[Na+].[Na+].[Na+].[Na+], predict the reaction product. The product is: [OH:12][CH:20]1[CH2:19][C@@H:18]([CH3:17])[C:29](=[O:30])[O:28][CH2:27][C@@H:26]([C:31]2[CH:32]=[CH:33][CH:34]=[CH:35][CH:36]=2)[NH:25][C:24](=[O:37])[CH2:23][CH2:22][CH:21]1[NH:2][C:1](=[O:8])[O:3][C:4]([CH3:7])([CH3:6])[CH3:5]. (3) Given the reactants [Cl:1][C:2]1[CH:10]=[CH:9][CH:8]=[CH:7][C:3]=1[C:4](Cl)=[O:5].C(=O)(O)O.[NH:15]([C:17](=[NH:19])[NH2:18])[NH2:16].ClCCl, predict the reaction product. The product is: [Cl:1][C:2]1[CH:10]=[CH:9][CH:8]=[CH:7][C:3]=1[C:4]([NH:16][NH:15][C:17](=[NH:18])[NH2:19])=[O:5]. (4) Given the reactants Cl[C:2]1[CH:7]=[CH:6][C:5]([N+:8]([O-:10])=[O:9])=[CH:4][N:3]=1.[CH3:11][NH:12][CH2:13][CH2:14][N:15]1[CH2:20][CH2:19][O:18][CH2:17][CH2:16]1, predict the reaction product. The product is: [CH3:11][N:12]([CH2:13][CH2:14][N:15]1[CH2:20][CH2:19][O:18][CH2:17][CH2:16]1)[C:2]1[CH:7]=[CH:6][C:5]([N+:8]([O-:10])=[O:9])=[CH:4][N:3]=1. (5) Given the reactants [Br-].[C:2]([C:6]1[CH:31]=[CH:30][C:9]([CH2:10][P+](C2C=CC=CC=2)(C2C=CC=CC=2)C2C=CC=CC=2)=[CH:8][CH:7]=1)([O:4][CH3:5])=[O:3].CC(C)([O-])C.[K+].[CH:38]1([CH:44]([N:47]2[C:51]3[CH:52]=[C:53]([F:57])[C:54]([F:56])=[CH:55][C:50]=3[N:49]=[C:48]2[C:58]2[C:59]([O:66][CH3:67])=[N:60][C:61]([O:64][CH3:65])=[CH:62][CH:63]=2)[CH:45]=O)[CH2:43][CH2:42][CH2:41][CH2:40][CH2:39]1, predict the reaction product. The product is: [CH3:5][O:4][C:2](=[O:3])[C:6]1[CH:7]=[CH:8][C:9](/[CH:10]=[CH:45]/[CH:44]([CH:38]2[CH2:43][CH2:42][CH2:41][CH2:40][CH2:39]2)[N:47]2[C:51]3[CH:52]=[C:53]([F:57])[C:54]([F:56])=[CH:55][C:50]=3[N:49]=[C:48]2[C:58]2[C:59]([O:66][CH3:67])=[N:60][C:61]([O:64][CH3:65])=[CH:62][CH:63]=2)=[CH:30][CH:31]=1. (6) Given the reactants [F:1][C:2]1[CH:3]=[C:4]([NH2:11])[C:5]([NH2:10])=[CH:6][C:7]=1[O:8][CH3:9].[F:12][C:13]([F:22])([F:21])[C:14](=O)[C:15](OCC)=[O:16], predict the reaction product. The product is: [F:1][C:2]1[CH:3]=[C:4]2[C:5]([N:10]=[C:14]([C:13]([F:22])([F:21])[F:12])[C:15]([OH:16])=[N:11]2)=[CH:6][C:7]=1[O:8][CH3:9]. (7) Given the reactants [Br:1][CH2:2][CH:3]([OH:27])[CH2:4][O:5][C:6]1[C:14]([Br:15])=[C:13]2[C:9]([CH:10]=[N:11][N:12]2[CH2:16][CH:17]([O:19][Si:20]([C:23]([CH3:26])([CH3:25])[CH3:24])([CH3:22])[CH3:21])[CH3:18])=[CH:8][CH:7]=1.C1(C)C=CC(S(O)(=O)=O)=CC=1.[CH:39]([O:41][CH2:42][CH3:43])=[CH2:40], predict the reaction product. The product is: [Br:15][C:14]1[C:6]([O:5][CH2:4][CH:3]([O:27][CH:39]([O:41][CH2:42][CH3:43])[CH3:40])[CH2:2][Br:1])=[CH:7][CH:8]=[C:9]2[C:13]=1[N:12]([CH2:16][CH:17]([O:19][Si:20]([C:23]([CH3:26])([CH3:25])[CH3:24])([CH3:21])[CH3:22])[CH3:18])[N:11]=[CH:10]2. (8) Given the reactants [Cl:1][C:2]1[CH:10]=[CH:9][CH:8]=[C:7](Cl)[C:3]=1[CH:4]=[N:5][OH:6].[Cl:12]N1C(=O)CCC1=O.[ClH:20], predict the reaction product. The product is: [Cl:20][O:6][N:5]=[CH:4][C:3]1[CH:7]=[C:8]([Cl:12])[CH:9]=[CH:10][C:2]=1[Cl:1].